This data is from Reaction yield outcomes from USPTO patents with 853,638 reactions. The task is: Predict the reaction yield, written as a fraction of the theoretical maximum amount of product (1.0 means a 100% yield; for example, 0.34 means a 34% yield). (1) The reactants are [OH-].[Na+:2].O.[OH:4][C:5]1[C:14]2[N:13]=[CH:12][CH:11]=[CH:10][C:9]=2[C:8]([S:15]([OH:18])(=[O:17])=[O:16])=[CH:7][CH:6]=1.[CH2:19](Cl)[C:20]1[CH:25]=[CH:24][CH:23]=[CH:22][CH:21]=1. The catalyst is O1CCCC1. The product is [CH2:19]([O:4][C:5]1[C:14]2[N:13]=[CH:12][CH:11]=[CH:10][C:9]=2[C:8]([S:15]([O-:18])(=[O:17])=[O:16])=[CH:7][CH:6]=1)[C:20]1[CH:25]=[CH:24][CH:23]=[CH:22][CH:21]=1.[Na+:2]. The yield is 0.678. (2) The reactants are [Br:1][CH2:2][C:3]1[CH:11]=[CH:10][C:6]([C:7](O)=[O:8])=[C:5]([F:12])[CH:4]=1. The catalyst is C1COCC1. The product is [Br:1][CH2:2][C:3]1[CH:11]=[CH:10][C:6]([CH2:7][OH:8])=[C:5]([F:12])[CH:4]=1. The yield is 0.940. (3) The reactants are I[CH2:2][CH:3]1[CH2:7][CH2:6][CH2:5][CH2:4]1.[C:8]1([N:14]2[C:22](=[O:23])[C:21]3[C@@H:20]4[C:24]([CH3:26])([CH3:25])[C@@:17]([CH3:27])([CH2:18][CH2:19]4)[C:16]=3[NH:15]2)[CH:13]=[CH:12][CH:11]=[CH:10][CH:9]=1. The catalyst is ClCCl. The product is [CH:3]1([CH2:2][N:15]2[C:16]3[C@:17]4([CH3:27])[C:24]([CH3:26])([CH3:25])[C@@H:20]([CH2:19][CH2:18]4)[C:21]=3[C:22](=[O:23])[N:14]2[C:8]2[CH:9]=[CH:10][CH:11]=[CH:12][CH:13]=2)[CH2:7][CH2:6][CH2:5][CH2:4]1. The yield is 0.0400. (4) The reactants are [NH2:1][C:2]1[CH:3]=[N:4][C:5]2[C:10]([C:11]=1[NH:12][C:13]1[CH:18]=[CH:17][C:16]([N:19]3[CH2:24][CH2:23][CH:22]([C:25]([O:27][CH3:28])=[O:26])[CH2:21][CH2:20]3)=[C:15]([C:29]([F:32])([F:31])[F:30])[CH:14]=1)=[CH:9][C:8]([Br:33])=[CH:7][CH:6]=2.[H-].[Na+].Br[CH2:37][C:38](OC(C)(C)C)=[O:39]. The catalyst is CN(C=O)C. The product is [Br:33][C:8]1[CH:7]=[CH:6][C:5]2[N:4]=[CH:3][C:2]3[NH:1][C:38](=[O:39])[CH2:37][N:12]([C:13]4[CH:18]=[CH:17][C:16]([N:19]5[CH2:20][CH2:21][CH:22]([C:25]([O:27][CH3:28])=[O:26])[CH2:23][CH2:24]5)=[C:15]([C:29]([F:31])([F:30])[F:32])[CH:14]=4)[C:11]=3[C:10]=2[CH:9]=1. The yield is 0.940.